Dataset: Reaction yield outcomes from USPTO patents with 853,638 reactions. Task: Predict the reaction yield, written as a fraction of the theoretical maximum amount of product (1.0 means a 100% yield; for example, 0.34 means a 34% yield). (1) The reactants are [CH2:1]([O:3][C:4](=[O:20])[N:5]([CH2:14][C:15]([O:17]CC)=[O:16])[CH2:6][CH2:7][C:8]1[S:9][C:10](Br)=[CH:11][CH:12]=1)[CH3:2].[OH-].[Na+]. The catalyst is C(O)C. The product is [CH2:1]([O:3][C:4]([N:5]([CH2:14][C:15]([OH:17])=[O:16])[CH2:6][CH2:7][C:8]1[S:9][CH:10]=[CH:11][CH:12]=1)=[O:20])[CH3:2]. The yield is 0.740. (2) The reactants are [CH:1]([O:14][C:15]1[C:16]2[C:35](=[O:36])[N:34]([CH2:37][C:38]3[CH:43]=[CH:42][C:41]([F:44])=[CH:40][CH:39]=3)[CH2:33][C:17]=2[C:18](OS(C(F)(F)F)(=O)=O)=[C:19]2[C:24]=1[N:23]=[CH:22][CH:21]=[CH:20]2)([C:8]1[CH:13]=[CH:12][CH:11]=[CH:10][CH:9]=1)[C:2]1[CH:7]=[CH:6][CH:5]=[CH:4][CH:3]=1.C([O-])([O-])=O.[K+].[K+].[CH3:51][CH2:52][O:53][C:54]([CH3:56])=O.[CH3:57][CH2:58][CH2:59][CH2:60]CC. The catalyst is C1(C)C=CC=CC=1.C(O)C.O.CCOC(C)=O.[Pd].C1(P(C2C=CC=CC=2)C2C=CC=CC=2)C=CC=CC=1.C1(P(C2C=CC=CC=2)C2C=CC=CC=2)C=CC=CC=1.C1(P(C2C=CC=CC=2)C2C=CC=CC=2)C=CC=CC=1.C1(P(C2C=CC=CC=2)C2C=CC=CC=2)C=CC=CC=1. The product is [CH:1]([O:14][C:15]1[C:16]2[C:35](=[O:36])[N:34]([CH2:37][C:38]3[CH:43]=[CH:42][C:41]([F:44])=[CH:40][CH:39]=3)[CH2:33][C:17]=2[C:18]([C:58]2[CH:59]=[CH:60][C:54]([O:53][CH2:52][CH3:51])=[CH:56][CH:57]=2)=[C:19]2[C:24]=1[N:23]=[CH:22][CH:21]=[CH:20]2)([C:8]1[CH:9]=[CH:10][CH:11]=[CH:12][CH:13]=1)[C:2]1[CH:3]=[CH:4][CH:5]=[CH:6][CH:7]=1. The yield is 0.210. (3) The reactants are [Cl:1][C:2]1[CH:3]=[CH:4][C:5]([CH3:9])=[C:6]([OH:8])[CH:7]=1.[H-].[Na+].[CH3:12][O:13][CH2:14]Cl.O. The catalyst is CN(C)C=O.C(OCC)C. The product is [Cl:1][C:2]1[CH:3]=[CH:4][C:5]([CH3:9])=[C:6]([O:8][CH2:12][O:13][CH3:14])[CH:7]=1. The yield is 0.960. (4) The reactants are [CH2:1]([O:8][C:9]1[CH:14]=[CH:13][N:12]([C:15]2[CH:23]=[CH:22][C:21]3[N:20]([CH3:24])[C:19]4[CH2:25][CH2:26][NH:27][CH2:28][C:18]=4[C:17]=3[CH:16]=2)[C:11](=[O:29])[CH:10]=1)[C:2]1[CH:7]=[CH:6][CH:5]=[CH:4][CH:3]=1.C=O.[BH-](OC(C)=O)(OC(C)=O)O[C:34](C)=O.[Na+]. The catalyst is CO. The product is [CH2:1]([O:8][C:9]1[CH:14]=[CH:13][N:12]([C:15]2[CH:23]=[CH:22][C:21]3[N:20]([CH3:24])[C:19]4[CH2:25][CH2:26][N:27]([CH3:34])[CH2:28][C:18]=4[C:17]=3[CH:16]=2)[C:11](=[O:29])[CH:10]=1)[C:2]1[CH:3]=[CH:4][CH:5]=[CH:6][CH:7]=1. The yield is 0.980. (5) The reactants are C(P(CCCC)CCCC)CCC.N(C(OC(C)(C)C)=O)=NC(OC(C)(C)C)=O.[Br:30][C:31]1[C:57]([CH3:58])=[CH:56][C:34]([O:35][C@@H:36]([CH2:53][CH2:54]O)[C:37]([NH:39][CH:40]2[CH2:45][CH2:44][N:43]([C:46]([O:48][C:49]([CH3:52])([CH3:51])[CH3:50])=[O:47])[CH2:42][CH2:41]2)=[O:38])=[C:33]([F:59])[CH:32]=1. The catalyst is C1COCC1. The product is [Br:30][C:31]1[C:57]([CH3:58])=[CH:56][C:34]([O:35][C@H:36]2[CH2:53][CH2:54][N:39]([CH:40]3[CH2:45][CH2:44][N:43]([C:46]([O:48][C:49]([CH3:50])([CH3:52])[CH3:51])=[O:47])[CH2:42][CH2:41]3)[C:37]2=[O:38])=[C:33]([F:59])[CH:32]=1. The yield is 0.750. (6) The reactants are C1CCN2C(=NCCC2)CC1.O[CH2:13][C:14]1[CH:15]=[CH:16][C:17]([C:20](=[O:25])[CH2:21][CH:22]([CH3:24])[CH3:23])=[N:18][CH:19]=1.C1(P([N:40]=[N+:41]=[N-:42])(C2C=CC=CC=2)=O)C=CC=CC=1. The catalyst is C1(C)C=CC=CC=1.CCOC(C)=O.O. The product is [N:40]([CH2:13][C:14]1[CH:15]=[CH:16][C:17]([C:20](=[O:25])[CH2:21][CH:22]([CH3:24])[CH3:23])=[N:18][CH:19]=1)=[N+:41]=[N-:42]. The yield is 0.990. (7) The catalyst is CN(C=O)C.C([O-])(=O)C.[Cu+2].C([O-])(=O)C. The yield is 0.240. The product is [CH3:1][O:2][C:3]1[CH:8]=[N:7][N:6]([C:18]2[CH:19]=[C:14]([NH:13][C:10](=[O:12])[CH3:11])[CH:15]=[CH:16][CH:17]=2)[C:5](=[O:9])[N:4]=1. The reactants are [CH3:1][O:2][C:3]1[CH:8]=[N:7][NH:6][C:5](=[O:9])[N:4]=1.[C:10]([NH:13][C:14]1[CH:15]=[C:16](B(O)O)[CH:17]=[CH:18][CH:19]=1)(=[O:12])[CH3:11].N1C=CC=CC=1. (8) The reactants are F.F.F.C(N(CC)CC)C.C(N(CC)CC)C.[Si]([O:35][CH2:36][C@H:37]1[O:41][C@@H:40]([N:42]2[CH:49]=[C:48]([CH3:50])[C:46](=[O:47])[NH:45][C:43]2=[O:44])[C@H:39]([O:51][CH2:52][CH2:53][O:54][N:55]([CH3:57])[CH3:56])[C@@H:38]1[OH:58])(C(C)(C)C)(C1C=CC=CC=1)C1C=CC=CC=1.CO. The catalyst is C1COCC1.C(Cl)Cl. The product is [CH3:56][N:55]([CH3:57])[O:54][CH2:53][CH2:52][O:51][C@@H:39]1[C@H:38]([OH:58])[C@@H:37]([CH2:36][OH:35])[O:41][C@H:40]1[N:42]1[CH:49]=[C:48]([CH3:50])[C:46](=[O:47])[NH:45][C:43]1=[O:44]. The yield is 0.925. (9) The reactants are [CH2:1]1[C:4]2([CH2:7][CH2:6][CH2:5]2)[CH2:3][C:2]1([C:14]([O:16]C(C)C)=[O:15])[C:8]([O:10]C(C)C)=[O:9].[OH-].[Na+]. The catalyst is CO. The product is [CH2:1]1[C:4]2([CH2:5][CH2:6][CH2:7]2)[CH2:3][C:2]1([C:14]([OH:16])=[O:15])[C:8]([OH:10])=[O:9]. The yield is 0.890. (10) The reactants are [NH2:1][C:2]1[C:10]([CH3:11])=[CH:9][CH:8]=[CH:7][C:3]=1[C:4]([OH:6])=[O:5].I[CH3:13]. The catalyst is CN(C)C=O.O. The product is [NH2:1][C:2]1[C:10]([CH3:11])=[CH:9][CH:8]=[CH:7][C:3]=1[C:4]([O:6][CH3:13])=[O:5]. The yield is 1.00.